This data is from Full USPTO retrosynthesis dataset with 1.9M reactions from patents (1976-2016). The task is: Predict the reactants needed to synthesize the given product. (1) Given the product [NH2:25][C:21]1([C:19]([NH:18][C:15]2[CH:16]=[N:17][C:12]([O:11][C:7]3[C:6]4[C:2]([CH3:1])([CH3:33])[CH2:3][O:4][C:5]=4[CH:10]=[CH:9][CH:8]=3)=[CH:13][CH:14]=2)=[O:20])[CH2:22][CH2:24]1, predict the reactants needed to synthesize it. The reactants are: [CH3:1][C:2]1([CH3:33])[C:6]2[C:7]([O:11][C:12]3[N:17]=[CH:16][C:15]([NH:18][C:19]([C:21]4([NH:25]C(=O)OC(C)(C)C)[CH2:24]C[CH2:22]4)=[O:20])=[CH:14][CH:13]=3)=[CH:8][CH:9]=[CH:10][C:5]=2[O:4][CH2:3]1.CC(N(C1(C(NC2C=NC(OC3C4C(C)(C)COC=4C=CC=3)=CC=2)=O)CC1)C(=O)[O-])(C)C. (2) Given the product [CH3:1][O:2][C:3]1[CH:4]=[C:5]([CH2:11][CH:12]([NH:15][CH:16]=[O:17])[CH2:13][CH3:14])[CH:6]=[CH:7][C:8]=1[O:9][CH3:10], predict the reactants needed to synthesize it. The reactants are: [CH3:1][O:2][C:3]1[CH:4]=[C:5]([CH2:11][CH:12]([NH2:15])[CH2:13][CH3:14])[CH:6]=[CH:7][C:8]=1[O:9][CH3:10].[CH:16](OCC)=[O:17].C(N(CC)CC)C. (3) Given the product [CH2:1]([N:8]1[CH2:9][C:10]([F:16])([F:17])[C:11](=[O:13])[CH:19]([C:20]([O:22][CH2:23][CH3:24])=[O:21])[CH2:18]1)[C:2]1[CH:3]=[CH:4][CH:5]=[CH:6][CH:7]=1, predict the reactants needed to synthesize it. The reactants are: [CH2:1]([N:8]([CH2:18][CH2:19][C:20]([O:22][CH2:23][CH3:24])=[O:21])[CH2:9][C:10]([F:17])([F:16])[C:11]([O:13]CC)=O)[C:2]1[CH:7]=[CH:6][CH:5]=[CH:4][CH:3]=1.CC(C)([O-])C.[K+].[NH4+].[Cl-]. (4) Given the product [CH3:24][O:25][C:26]1[CH:27]=[C:1]([OH:8])[CH:2]=[CH:3][C:4]=1[S:18][CH3:16], predict the reactants needed to synthesize it. The reactants are: [CH2:1]([O:8]CC1C=CC=CC=1)[C:2]1C=CC=[CH:4][CH:3]=1.[CH2:16]([SH:18])C.B(F)(F)F.C[CH2:24][O:25][CH2:26][CH3:27]. (5) Given the product [CH:1]1[CH:2]=[CH:3][C:4]([CH:7]([N:15]2[CH2:20][CH2:19][N:18]([CH2:21][CH2:22][O:23][CH2:24][C:25]([OH:27])=[O:26])[CH2:17][CH2:16]2)[C:8]2[CH:9]=[CH:10][C:11]([Cl:14])=[CH:12][CH:13]=2)=[CH:5][CH:6]=1, predict the reactants needed to synthesize it. The reactants are: [CH:1]1[CH:2]=[CH:3][C:4]([CH:7]([N:15]2[CH2:20][CH2:19][N:18]([CH2:21][CH2:22][O:23][CH2:24][C:25]([OH:27])=[O:26])[CH2:17][CH2:16]2)[C:8]2[CH:9]=[CH:10][C:11]([Cl:14])=[CH:12][CH:13]=2)=[CH:5][CH:6]=1.Cl.Cl.C(O)[C@H]1O[C@@H]2O[C@H]3[C@H](O)[C@@H](O)[C@@H](O[C@H]4[C@H](O)[C@@H](O)[C@@H](O[C@H]5[C@H](O)[C@@H](O)[C@@H](O[C@H]6[C@H](O)[C@@H](O)[C@@H](O[C@H]7[C@H](O)[C@@H](O)[C@@H](O[C@H]8[C@H](O)[C@@H](O)[C@@H](O[C@H]1[C@H](O)[C@H]2O)O[C@@H]8CO)O[C@@H]7CO)O[C@@H]6CO)O[C@@H]5CO)O[C@@H]4CO)O[C@@H]3CO.C([O-])(=O)CCC([O-])=O.[Na+].[Na+].